From a dataset of Reaction yield outcomes from USPTO patents with 853,638 reactions. Predict the reaction yield, written as a fraction of the theoretical maximum amount of product (1.0 means a 100% yield; for example, 0.34 means a 34% yield). (1) The reactants are [C:1]([O:5][C:6]([N:8]1[CH2:13][CH2:12][N:11]([C:14]([O:16][C:17]([CH3:20])([CH3:19])[CH3:18])=[O:15])[CH2:10][C@@H:9]1[C:21]([OH:23])=[O:22])=[O:7])([CH3:4])([CH3:3])[CH3:2].[C:24]([O-])([O-])=O.[Cs+].[Cs+].CI. The catalyst is C(#N)C. The product is [C:1]([O:5][C:6]([N:8]1[CH2:13][CH2:12][N:11]([C:14]([O:16][C:17]([CH3:20])([CH3:19])[CH3:18])=[O:15])[CH2:10][C@@H:9]1[C:21]([O:23][CH3:24])=[O:22])=[O:7])([CH3:4])([CH3:2])[CH3:3]. The yield is 0.950. (2) The reactants are [Cl:1][C:2]1[CH:7]=[CH:6][C:5]([C:8]2[N:12]([C:13]3[CH:18]=[CH:17][C:16]([Cl:19])=[CH:15][C:14]=3[Cl:20])[N:11]=[C:10]([C:21](Cl)=[O:22])[C:9]=2[CH3:24])=[CH:4][CH:3]=1.[CH:25]1([C:28]([NH2:30])=[O:29])[CH2:27][CH2:26]1.C[Si]([N-][Si](C)(C)C)(C)C.[Li+]. No catalyst specified. The product is [CH:25]1([C:28]([NH:30][C:21]([C:10]2[C:9]([CH3:24])=[C:8]([C:5]3[CH:4]=[CH:3][C:2]([Cl:1])=[CH:7][CH:6]=3)[N:12]([C:13]3[CH:18]=[CH:17][C:16]([Cl:19])=[CH:15][C:14]=3[Cl:20])[N:11]=2)=[O:22])=[O:29])[CH2:27][CH2:26]1. The yield is 0.960. (3) The reactants are [NH2:1][C:2]1[CH:3]=[C:4]([NH:8]C(=O)OC(C)(C)C)[CH:5]=[CH:6][CH:7]=1.N1C=CC=CC=1.[CH2:22]([S:29](Cl)(=[O:31])=[O:30])[C:23]1[CH:28]=[CH:27][CH:26]=[CH:25][CH:24]=1.FC(F)(F)C(O)=O. The catalyst is C(#N)C.[Cl-].[Na+].O.C(=O)(O)[O-].[Na+]. The product is [NH2:1][C:2]1[CH:3]=[C:4]([NH:8][S:29]([CH2:22][C:23]2[CH:28]=[CH:27][CH:26]=[CH:25][CH:24]=2)(=[O:31])=[O:30])[CH:5]=[CH:6][CH:7]=1. The yield is 0.430. (4) The reactants are C1(P([C:14]2[CH:19]=[CH:18][CH:17]=[CH:16][CH:15]=2)C2C=CC=CC=2)C=CC=CC=1.BrCC[CH2:23][OH:24].N(C(OC(C)C)=O)=NC(O[CH:30](C)[CH3:31])=O.[Br-].[CH2:40]([NH:48][CH2:49][CH2:50][C:51]1[CH:56]=[CH:55][CH:54]=[CH:53][CH:52]=1)[CH2:41][C:42]1[CH:47]=[CH:46][CH:45]=[CH:44]C=1.[CH3:57][O:58][C:59]1[CH:66]=[CH:65][C:62](C=O)=[CH:61][CH:60]=1.[C:67]([O:70][BH-](OC(=O)C)OC(=O)C)(=[O:69])[CH3:68].[Na+]. The catalyst is C1(C)C=CC=CC=1.CS(C)=O.C(O)(=O)C.CN(C)C=O. The product is [C:51]1([CH:50]([C:14]2[CH:15]=[CH:16][CH:17]=[CH:18][CH:19]=2)[CH2:49][N:48]([CH2:40][C:41]2[CH:42]=[CH:47][C:46]([O:24][CH3:23])=[CH:45][CH:44]=2)[CH:30]([CH3:31])[CH2:57][O:58][C:59]2[CH:60]=[C:61]([CH2:68][C:67]([OH:70])=[O:69])[CH:62]=[CH:65][CH:66]=2)[CH:52]=[CH:53][CH:54]=[CH:55][CH:56]=1. The yield is 0.0600. (5) The reactants are [Cl:1][C:2]1[N:7]=[N:6][C:5]([CH:8]=O)=[CH:4][CH:3]=1.[C:10]12([NH2:20])[CH2:19][CH:14]3[CH2:15][CH:16]([CH2:18][CH:12]([CH2:13]3)[CH2:11]1)[CH2:17]2. No catalyst specified. The product is [C:10]12([NH:20][CH2:8][C:5]3[N:6]=[N:7][C:2]([Cl:1])=[CH:3][CH:4]=3)[CH2:17][CH:16]3[CH2:15][CH:14]([CH2:13][CH:12]([CH2:18]3)[CH2:11]1)[CH2:19]2. The yield is 0.700. (6) The reactants are [O:1]=[C:2]1[CH:7]=[CH:6][CH2:5][C:4]2([CH2:12][CH2:11][N:10]([C:13]([O:15][C:16]([CH3:19])([CH3:18])[CH3:17])=[O:14])[CH2:9][CH2:8]2)[N:3]1[CH2:20][C:21]1[CH:29]=[CH:28][CH:27]=[C:26]2[C:22]=1[CH:23]=[CH:24][N:25]2[S:30]([C:33]1[CH:39]=[CH:38][C:36]([CH3:37])=[CH:35][CH:34]=1)(=[O:32])=[O:31]. The catalyst is CO.[Pd]. The product is [O:1]=[C:2]1[CH2:7][CH2:6][CH2:5][C:4]2([CH2:12][CH2:11][N:10]([C:13]([O:15][C:16]([CH3:18])([CH3:17])[CH3:19])=[O:14])[CH2:9][CH2:8]2)[N:3]1[CH2:20][C:21]1[CH:29]=[CH:28][CH:27]=[C:26]2[C:22]=1[CH:23]=[CH:24][N:25]2[S:30]([C:33]1[CH:39]=[CH:38][C:36]([CH3:37])=[CH:35][CH:34]=1)(=[O:32])=[O:31]. The yield is 0.990. (7) The reactants are Br[C:2]1[CH:7]=[C:6]([C:8]([F:11])([F:10])[F:9])[CH:5]=[C:4]([S:12][CH2:13][CH3:14])[CH:3]=1.[B:15]1([B:15]2[O:19][C:18]([CH3:21])([CH3:20])[C:17]([CH3:23])([CH3:22])[O:16]2)[O:19][C:18]([CH3:21])([CH3:20])[C:17]([CH3:23])([CH3:22])[O:16]1.C(Cl)Cl.C([O-])(=O)C.[K+]. The catalyst is CS(C)=O. The product is [CH2:13]([S:12][C:4]1[CH:3]=[C:2]([B:15]2[O:19][C:18]([CH3:21])([CH3:20])[C:17]([CH3:23])([CH3:22])[O:16]2)[CH:7]=[C:6]([C:8]([F:11])([F:10])[F:9])[CH:5]=1)[CH3:14]. The yield is 0.410. (8) The yield is 0.940. The product is [C:25]([O:24][C:22]([NH:21][C@H:4]([C:3]([O:2][CH3:1])=[O:29])[CH2:5][C:6]1[C:11]([CH3:12])=[CH:10][C:9]([C:30]([OH:32])=[O:31])=[CH:8][C:7]=1[CH3:20])=[O:23])([CH3:28])([CH3:27])[CH3:26]. The reactants are [CH3:1][O:2][C:3](=[O:29])[C@@H:4]([NH:21][C:22]([O:24][C:25]([CH3:28])([CH3:27])[CH3:26])=[O:23])[CH2:5][C:6]1[C:11]([CH3:12])=[CH:10][C:9](S(C(F)(F)F)(=O)=O)=[CH:8][C:7]=1[CH3:20].[C:30]([O-])([O-:32])=[O:31].[K+].[K+]. The catalyst is CN(C=O)C.CC([O-])=O.CC([O-])=O.[Pd+2].C1(P(C2C=CC=CC=2)[C-]2C=CC=C2)C=CC=CC=1.[C-]1(P(C2C=CC=CC=2)C2C=CC=CC=2)C=CC=C1.[Fe+2].